Dataset: Forward reaction prediction with 1.9M reactions from USPTO patents (1976-2016). Task: Predict the product of the given reaction. (1) Given the reactants [Cl:1][C:2]1[CH:8]=[C:7]([O:9][C:10]2[C:19]3[C:14](=[CH:15][C:16]([O:22][CH3:23])=[C:17]([O:20][CH3:21])[CH:18]=3)[N:13]=[CH:12][N:11]=2)[CH:6]=[CH:5][C:3]=1[NH2:4].ClC(Cl)(O[C:28](=[O:34])OC(Cl)(Cl)Cl)Cl.Cl.[CH2:37]([NH2:39])[CH3:38].C(=O)([O-])O.[Na+], predict the reaction product. The product is: [Cl:1][C:2]1[CH:8]=[C:7]([O:9][C:10]2[C:19]3[C:14](=[CH:15][C:16]([O:22][CH3:23])=[C:17]([O:20][CH3:21])[CH:18]=3)[N:13]=[CH:12][N:11]=2)[CH:6]=[CH:5][C:3]=1[NH:4][C:28]([NH:39][CH2:37][CH3:38])=[O:34]. (2) Given the reactants Br[C:2]1[CH:7]=[CH:6][N:5]=[C:4]([C:8]2([C:11]#[N:12])[CH2:10][CH2:9]2)[CH:3]=1.C1C=CC(P(C2C(C3C(P(C4C=CC=CC=4)C4C=CC=CC=4)=CC=C4C=3C=CC=C4)=C3C(C=CC=C3)=CC=2)C2C=CC=CC=2)=CC=1.CC([O-])(C)C.[Na+].[C:65]1([C:71]([C:73]2[CH:78]=[CH:77][CH:76]=[CH:75][CH:74]=2)=[NH:72])[CH:70]=[CH:69][CH:68]=[CH:67][CH:66]=1, predict the reaction product. The product is: [C:65]1([C:71](=[N:72][C:2]2[CH:7]=[CH:6][N:5]=[C:4]([C:8]3([C:11]#[N:12])[CH2:10][CH2:9]3)[CH:3]=2)[C:73]2[CH:74]=[CH:75][CH:76]=[CH:77][CH:78]=2)[CH:70]=[CH:69][CH:68]=[CH:67][CH:66]=1. (3) Given the reactants [CH3:1][O:2][C:3](=[O:23])[CH:4]=[CH:5][C:6]1[CH:11]=[CH:10][C:9]([O:12][CH2:13][C:14]([O:16]C(C)(C)C)=[O:15])=[C:8]([O:21][CH3:22])[CH:7]=1, predict the reaction product. The product is: [CH3:1][O:2][C:3](=[O:23])[CH:4]=[CH:5][C:6]1[CH:11]=[CH:10][C:9]([O:12][CH2:13][C:14]([OH:16])=[O:15])=[C:8]([O:21][CH3:22])[CH:7]=1. (4) The product is: [O:13]=[C:12]1[CH:11]=[CH:10][N:9]([C:14]2[CH:19]=[CH:18][CH:17]=[C:16]([O:20][C:21]([F:24])([F:23])[F:22])[CH:15]=2)[N:8]=[C:7]1[C:5]1[N:26]([C:28]2[CH:33]=[CH:32][C:31]([S:34]([NH2:37])(=[O:35])=[O:36])=[CH:30][CH:29]=2)[N:2]=[CH:3][CH:4]=1. Given the reactants C[N:2](C)/[CH:3]=[CH:4]/[C:5]([C:7]1[C:12](=[O:13])[CH:11]=[CH:10][N:9]([C:14]2[CH:19]=[CH:18][CH:17]=[C:16]([O:20][C:21]([F:24])([F:23])[F:22])[CH:15]=2)[N:8]=1)=O.[NH:26]([C:28]1[CH:33]=[CH:32][C:31]([S:34]([NH2:37])(=[O:36])=[O:35])=[CH:30][CH:29]=1)N, predict the reaction product. (5) The product is: [NH2:23][C:22]1[N:9]([CH:6]2[CH2:7][CH2:8][O:3][CH2:4][CH2:5]2)[N:10]=[CH:18][C:19]=1[C:20]#[N:21]. Given the reactants Cl.Cl.[O:3]1[CH2:8][CH2:7][CH:6]([NH:9][NH2:10])[CH2:5][CH2:4]1.[O-]CC.[Na+].C(O[CH:18]=[C:19]([C:22]#[N:23])[C:20]#[N:21])C, predict the reaction product. (6) The product is: [CH3:16][N:14]1[CH2:13][C@@H:10]2[C@@H:9]([N:8]([C:5]3[CH:6]=[CH:7][C:2]([N:23]4[CH2:24][CH2:25][N:20]([C:17](=[O:19])[CH3:18])[CH2:21][CH2:22]4)=[CH:3][CH:4]=3)[CH2:12][CH2:11]2)[CH2:15]1. Given the reactants Br[C:2]1[CH:7]=[CH:6][C:5]([N:8]2[CH2:12][CH2:11][C@@H:10]3[CH2:13][N:14]([CH3:16])[CH2:15][C@H:9]23)=[CH:4][CH:3]=1.[C:17]([N:20]1[CH2:25][CH2:24][NH:23][CH2:22][CH2:21]1)(=[O:19])[CH3:18].CC(C)([O-])C.[Na+].C1(C)C=CC=CC=1, predict the reaction product. (7) Given the reactants [Cl:1][C:2]1[CH:3]=[C:4]([C:9]([C:12]2[N:16]([C:17]3[CH:22]=[CH:21][C:20]([F:23])=[CH:19][CH:18]=3)[C:15]([CH:24]=[O:25])=[N:14][CH:13]=2)([CH3:11])[CH3:10])[CH:5]=[CH:6][C:7]=1[Cl:8].C(O)C.[BH4-].[Na+], predict the reaction product. The product is: [Cl:1][C:2]1[CH:3]=[C:4]([C:9]([C:12]2[N:16]([C:17]3[CH:18]=[CH:19][C:20]([F:23])=[CH:21][CH:22]=3)[C:15]([CH2:24][OH:25])=[N:14][CH:13]=2)([CH3:11])[CH3:10])[CH:5]=[CH:6][C:7]=1[Cl:8]. (8) Given the reactants N1(CC2N3C=C(C)C=CC3=NC=2C2C=CC(C)=CC=2)C=CN=C1.Cl.[Cl:25][C:26]1[CH:27]=[CH:28][C:29]2[N:30]([C:32]([CH2:42]Cl)=[C:33]([C:35]3[CH:40]=[CH:39][C:38]([Cl:41])=[CH:37][CH:36]=3)[N:34]=2)[CH:31]=1.[NH:44]1[C:48]([C:49]([O:51][CH:52]([CH3:54])[CH3:53])=[O:50])=[N:47][CH:46]=[N:45]1, predict the reaction product. The product is: [CH:52]([O:51][C:49]([C:48]1[N:44]([CH2:42][C:32]2[N:30]3[CH:31]=[C:26]([Cl:25])[CH:27]=[CH:28][C:29]3=[N:34][C:33]=2[C:35]2[CH:36]=[CH:37][C:38]([Cl:41])=[CH:39][CH:40]=2)[N:45]=[CH:46][N:47]=1)=[O:50])([CH3:54])[CH3:53].